This data is from Full USPTO retrosynthesis dataset with 1.9M reactions from patents (1976-2016). The task is: Predict the reactants needed to synthesize the given product. (1) Given the product [CH:16]([NH:10][C:9]1[CH:11]=[CH:12][CH:13]=[CH:14][C:8]=1[O:1][C:2]1[CH:3]=[CH:4][CH:5]=[CH:6][CH:7]=1)([CH3:18])[CH3:15], predict the reactants needed to synthesize it. The reactants are: [O:1]([C:8]1[CH:14]=[CH:13][CH:12]=[CH:11][C:9]=1[NH2:10])[C:2]1[CH:7]=[CH:6][CH:5]=[CH:4][CH:3]=1.[CH3:15][C:16]([CH3:18])=O.C(O)(=O)C.C(O[BH-](OC(=O)C)OC(=O)C)(=O)C.[Na+]. (2) Given the product [ClH:16].[Cl:16][C:13]1[CH:14]=[CH:15][C:10]([C@@H:9]2[O:8][CH2:7][CH2:6][NH:5][CH2:4][C@H:3]2[CH2:2][NH:1][C:33](=[O:34])[CH2:32][O:31][C:26]2[N:27]=[CH:28][CH:29]=[CH:30][N:25]=2)=[CH:11][C:12]=1[F:17], predict the reactants needed to synthesize it. The reactants are: [NH2:1][CH2:2][C@H:3]1[C@H:9]([C:10]2[CH:15]=[CH:14][C:13]([Cl:16])=[C:12]([F:17])[CH:11]=2)[O:8][CH2:7][CH2:6][N:5](C(OC(C)(C)C)=O)[CH2:4]1.[N:25]1[CH:30]=[CH:29][CH:28]=[N:27][C:26]=1[O:31][CH2:32][C:33](O)=[O:34]. (3) The reactants are: [N:1]1[N:12]2[C:4]([N:5]=[C:6]3[C:10](=[C:11]2[C:13]2[CH:14]=[CH:15][C:16]4[O:20][C:19]([CH2:21][CH2:22]OS(C)(=O)=O)=[CH:18][C:17]=4[CH:28]=2)[CH2:9][CH2:8][CH2:7]3)=[CH:3][CH:2]=1.[CH3:29][O:30][CH2:31][C@H:32]1[CH2:36][CH2:35][CH2:34][NH:33]1.C(=O)([O-])[O-].[K+].[K+]. Given the product [CH3:29][O:30][CH2:31][C@H:32]1[CH2:36][CH2:35][CH2:34][N:33]1[CH2:22][CH2:21][C:19]1[O:20][C:16]2[CH:15]=[CH:14][C:13]([C:11]3[N:12]4[C:4](=[CH:3][CH:2]=[N:1]4)[N:5]=[C:6]4[C:10]=3[CH2:9][CH2:8][CH2:7]4)=[CH:28][C:17]=2[CH:18]=1, predict the reactants needed to synthesize it. (4) Given the product [C:1]([C:3]1[CH:4]=[CH:5][C:6]([NH:9][CH:10]([C:14]2[CH:19]=[CH:18][C:17]([O:20][CH:21]([CH3:22])[CH3:23])=[C:16]([O:24][CH2:25][CH3:26])[CH:15]=2)[C:11]([O:13][N:37]=[C:36]([C:27]2[CH:32]=[CH:31][CH:30]=[CH:29][CH:28]=2)[NH2:39])=[O:12])=[CH:7][CH:8]=1)#[N:2], predict the reactants needed to synthesize it. The reactants are: [C:1]([C:3]1[CH:8]=[CH:7][C:6]([NH:9][CH:10]([C:14]2[CH:19]=[CH:18][C:17]([O:20][CH:21]([CH3:23])[CH3:22])=[C:16]([O:24][CH2:25][CH3:26])[CH:15]=2)[C:11]([OH:13])=[O:12])=[CH:5][CH:4]=1)#[N:2].[CH:27]1[CH:32]=[CH:31][CH:30]=[CH:29][CH:28]=1.C1C=[N:37][C:36]2[N:39](O)N=NC=2C=1.CC(C)N=C=NC(C)C. (5) Given the product [F:1][C:2]1[CH:3]=[CH:4][C:5]([C:8]2[C:17]([C:18]3[CH:23]=[CH:22][C:21]([F:24])=[CH:20][CH:19]=3)=[N:16][C:15]3[C:10](=[CH:11][CH:12]=[C:13]([C:25]4[NH:29][N:28]=[N:27][N:26]=4)[CH:14]=3)[N:9]=2)=[CH:6][CH:7]=1, predict the reactants needed to synthesize it. The reactants are: [F:1][C:2]1[CH:7]=[CH:6][C:5]([C:8]2[C:17]([C:18]3[CH:23]=[CH:22][C:21]([F:24])=[CH:20][CH:19]=3)=[N:16][C:15]3[C:10](=[CH:11][CH:12]=[C:13]([C:25]#[N:26])[CH:14]=3)[N:9]=2)=[CH:4][CH:3]=1.[N-:27]=[N+:28]=[N-:29].[Na+].[NH4+].[Cl-]. (6) The reactants are: [I:1][C:2]1[CH:3]=[C:4]2[C:9](=[CH:10][CH:11]=1)[N:8]=[CH:7][NH:6][C:5]2=O.P(Cl)(Cl)(Cl)=O.C(N(CC)CC)C.[NH2:25][C:26]1[CH:31]=[CH:30][CH:29]=[CH:28][CH:27]=1. Given the product [I:1][C:2]1[CH:3]=[C:4]2[C:9](=[CH:10][CH:11]=1)[N:8]=[CH:7][N:6]=[C:5]2[NH:25][C:26]1[CH:31]=[CH:30][CH:29]=[CH:28][CH:27]=1, predict the reactants needed to synthesize it. (7) Given the product [F:6][C:7]1[CH:34]=[C:33]([CH2:35][S:2]([CH3:1])(=[O:4])=[O:3])[CH:32]=[CH:31][C:8]=1[CH2:9][O:10][C:11]1[CH:12]=[N:13][C:14]([N:17]2[CH2:22][CH2:21][N:20]([C:23]([O:25][C:26]([CH3:29])([CH3:28])[CH3:27])=[O:24])[CH2:19][C@H:18]2[CH3:30])=[N:15][CH:16]=1, predict the reactants needed to synthesize it. The reactants are: [CH3:1][S:2](Cl)(=[O:4])=[O:3].[F:6][C:7]1[CH:34]=[C:33]([CH2:35]O)[CH:32]=[CH:31][C:8]=1[CH2:9][O:10][C:11]1[CH:12]=[N:13][C:14]([N:17]2[CH2:22][CH2:21][N:20]([C:23]([O:25][C:26]([CH3:29])([CH3:28])[CH3:27])=[O:24])[CH2:19][C@H:18]2[CH3:30])=[N:15][CH:16]=1.C(N(C(C)C)C(C)C)C.[I-].[Li+].CS([O-])=O.[Na+].